Dataset: Full USPTO retrosynthesis dataset with 1.9M reactions from patents (1976-2016). Task: Predict the reactants needed to synthesize the given product. (1) Given the product [Cl:10][C:11]1[C:16]([O:9][CH:6]2[CH2:7][CH2:8][O:3][CH2:4][CH2:5]2)=[N:15][CH:14]=[CH:13][N:12]=1, predict the reactants needed to synthesize it. The reactants are: [H-].[Na+].[O:3]1[CH2:8][CH2:7][CH:6]([OH:9])[CH2:5][CH2:4]1.[Cl:10][C:11]1[C:16](Cl)=[N:15][CH:14]=[CH:13][N:12]=1. (2) Given the product [N:1]1[CH:2]=[CH:3][N:4]2[CH2:9][CH2:8][CH2:7][CH:6]([C:10]3[CH:11]=[CH:12][C:13]([O:16][C:20]4[N:24]([CH2:25][O:26][CH2:27][CH2:28][Si:29]([CH3:31])([CH3:32])[CH3:30])[C:23]5[CH:33]=[CH:34][CH:35]=[CH:36][C:22]=5[N:21]=4)=[CH:14][CH:15]=3)[C:5]=12, predict the reactants needed to synthesize it. The reactants are: [N:1]1[CH:2]=[CH:3][N:4]2[CH2:9][CH2:8][CH2:7][CH:6]([C:10]3[CH:15]=[CH:14][C:13]([OH:16])=[CH:12][CH:11]=3)[C:5]=12.[H-].[Na+].Cl[C:20]1[N:24]([CH2:25][O:26][CH2:27][CH2:28][Si:29]([CH3:32])([CH3:31])[CH3:30])[C:23]2[CH:33]=[CH:34][CH:35]=[CH:36][C:22]=2[N:21]=1.O. (3) Given the product [CH3:1][O:2][C:3]1[CH:33]=[C:32]([O:34][CH3:35])[CH:31]=[CH:30][C:4]=1[CH2:5][N:6]([C:25]1[S:26][CH:27]=[CH:28][N:29]=1)[S:7]([C:10]1[CH:11]=[C:12]2[C:17](=[CH:18][CH:19]=1)[C:16]([CH:20]1[CH2:24][CH2:23][CH2:22][N:21]1[CH2:45][CH2:44][O:43][CH3:42])=[N:15][CH:14]=[CH:13]2)(=[O:8])=[O:9], predict the reactants needed to synthesize it. The reactants are: [CH3:1][O:2][C:3]1[CH:33]=[C:32]([O:34][CH3:35])[CH:31]=[CH:30][C:4]=1[CH2:5][N:6]([C:25]1[S:26][CH:27]=[CH:28][N:29]=1)[S:7]([C:10]1[CH:11]=[C:12]2[C:17](=[CH:18][CH:19]=1)[C:16]([CH:20]1[CH2:24][CH2:23][CH2:22][NH:21]1)=[N:15][CH:14]=[CH:13]2)(=[O:9])=[O:8].C(=O)([O-])[O-].[K+].[K+].[CH3:42][O:43][CH2:44][CH2:45]Br.O. (4) The reactants are: [CH3:1][C:2]1[C:11]2[C:6](=[CH:7][CH:8]=[C:9]([CH3:12])[CH:10]=2)[N:5]=[C:4]([NH:13][C@H:14]2[C@H:18]([OH:19])[CH2:17][N:16](C(OC(C)(C)C)=O)[CH2:15]2)[CH:3]=1.C(OC(C)C)(C)C.[ClH:34]. Given the product [ClH:34].[ClH:34].[CH3:1][C:2]1[C:11]2[C:6](=[CH:7][CH:8]=[C:9]([CH3:12])[CH:10]=2)[N:5]=[C:4]([NH:13][C@@H:14]2[CH2:15][NH:16][CH2:17][C@H:18]2[OH:19])[CH:3]=1, predict the reactants needed to synthesize it. (5) Given the product [CH:3]1([NH:6][C:7]([NH:9][C:10]2[CH:15]=[CH:14][C:13]([O:16][C:17]3[CH:22]=[CH:21][N:20]=[C:19]4[CH:23]=[C:24]([C:26]5[CH2:27][CH2:28][NH:29][CH2:30][CH:31]=5)[S:25][C:18]=34)=[C:12]([F:32])[CH:11]=2)=[O:8])[CH2:5][CH2:4]1, predict the reactants needed to synthesize it. The reactants are: Cl.Cl.[CH:3]1([NH:6][C:7]([NH:9][C:10]2[CH:15]=[CH:14][C:13]([O:16][C:17]3[CH:22]=[CH:21][N:20]=[C:19]4[CH:23]=[C:24]([C:26]5[CH2:27][CH2:28][NH:29][CH2:30][CH:31]=5)[S:25][C:18]=34)=[C:12]([F:32])[CH:11]=2)=[O:8])[CH2:5][CH2:4]1.C([O-])(O)=O.[Na+]. (6) Given the product [F:26][C:11]1[CH:10]=[C:9]([O:8][C:6]2[CH:5]=[CH:4][N:3]=[C:2]([NH:1][C:35]([N:52]3[CH2:53][CH2:54][CH:49]([N:44]4[CH2:48][CH2:47][CH2:46][CH2:45]4)[CH2:50][CH2:51]3)=[O:36])[CH:7]=2)[CH:14]=[CH:13][C:12]=1[NH:15][C:16](=[O:25])[O:17][CH2:18][C:19]1[CH:24]=[CH:23][CH:22]=[CH:21][CH:20]=1, predict the reactants needed to synthesize it. The reactants are: [NH2:1][C:2]1[CH:7]=[C:6]([O:8][C:9]2[CH:14]=[CH:13][C:12]([NH:15][C:16](=[O:25])[O:17][CH2:18][C:19]3[CH:24]=[CH:23][CH:22]=[CH:21][CH:20]=3)=[C:11]([F:26])[CH:10]=2)[CH:5]=[CH:4][N:3]=1.C(N(CC)CC)C.Cl[C:35](OC1C=CC=CC=1)=[O:36].[N:44]1([CH:49]2[CH2:54][CH2:53][NH:52][CH2:51][CH2:50]2)[CH2:48][CH2:47][CH2:46][CH2:45]1. (7) Given the product [C:24]([O:28][C:29](=[O:36])[NH:30][C:31]1([CH2:34][N:7]2[C:8]3[C:13](=[CH:12][CH:11]=[CH:10][CH:9]=3)[C:5]3[CH:4]=[C:3]([C:15]([NH2:17])=[O:16])[C:2]([NH2:1])=[N:14][C:6]2=3)[CH2:32][CH2:33]1)([CH3:27])([CH3:25])[CH3:26], predict the reactants needed to synthesize it. The reactants are: [NH2:1][C:2]1[C:3]([C:15]([NH2:17])=[O:16])=[CH:4][C:5]2[C:13]3[C:8](=[CH:9][CH:10]=[CH:11][CH:12]=3)[NH:7][C:6]=2[N:14]=1.C(=O)([O-])[O-].[Cs+].[Cs+].[C:24]([O:28][C:29](=[O:36])[NH:30][C:31]1([CH2:34]I)[CH2:33][CH2:32]1)([CH3:27])([CH3:26])[CH3:25]. (8) Given the product [CH3:31][C:29](=[CH2:30])[C:28]([N:1]1[CH2:2][CH:3]([N:5]2[C:13]3[C:12]([O:14][C:15]4[CH:16]=[CH:17][C:18]([O:21][C:22]5[CH:27]=[CH:26][CH:25]=[CH:24][CH:23]=5)=[CH:19][CH:20]=4)=[N:11][CH:10]=[N:9][C:8]=3[CH:7]=[CH:6]2)[CH2:4]1)=[O:32], predict the reactants needed to synthesize it. The reactants are: [NH:1]1[CH2:4][CH:3]([N:5]2[C:13]3[C:12]([O:14][C:15]4[CH:20]=[CH:19][C:18]([O:21][C:22]5[CH:27]=[CH:26][CH:25]=[CH:24][CH:23]=5)=[CH:17][CH:16]=4)=[N:11][CH:10]=[N:9][C:8]=3[CH:7]=[CH:6]2)[CH2:2]1.[C:28](O)(=[O:32])[C:29]([CH3:31])=[CH2:30].C(P1(=O)OP(=O)(CCC)OP(=O)(CCC)O1)CC.C(N(CC)C(C)C)(C)C.